Task: Predict the product of the given reaction.. Dataset: Forward reaction prediction with 1.9M reactions from USPTO patents (1976-2016) (1) Given the reactants [NH2:1][C:2]1[CH:11]=[C:10]([F:12])[CH:9]=[C:8]2[C:3]=1[CH:4]=[CH:5][C:6](=[O:13])[NH:7]2.[Cl:14][C:15]1[CH:20]=[CH:19][C:18]([C:21](=O)[C:22]([OH:30])([CH2:27][O:28][CH3:29])[C:23]([F:26])([F:25])[F:24])=[C:17]([O:32][CH3:33])[C:16]=1[F:34].C(O)(=O)C.[F-].[NH4+], predict the reaction product. The product is: [Cl:14][C:15]1[CH:20]=[CH:19][C:18]([C:21](=[N:1][C:2]2[CH:11]=[C:10]([F:12])[CH:9]=[C:8]3[C:3]=2[CH:4]=[CH:5][C:6](=[O:13])[NH:7]3)[C:22]([OH:30])([CH2:27][O:28][CH3:29])[C:23]([F:26])([F:25])[F:24])=[C:17]([O:32][CH3:33])[C:16]=1[F:34]. (2) Given the reactants F[C:2]1[CH:3]=[C:4]([C:11]2[N:15]([CH3:16])[C:14]([CH3:17])=[N:13][CH:12]=2)[CH:5]=[C:6]([N+:8]([O-:10])=[O:9])[CH:7]=1.[NH:18]1[CH2:23][CH2:22][O:21][CH2:20][CH2:19]1, predict the reaction product. The product is: [CH3:16][N:15]1[C:11]([C:4]2[CH:3]=[C:2]([N:18]3[CH2:23][CH2:22][O:21][CH2:20][CH2:19]3)[CH:7]=[C:6]([N+:8]([O-:10])=[O:9])[CH:5]=2)=[CH:12][N:13]=[C:14]1[CH3:17]. (3) Given the reactants Br[CH2:2][C:3]1[CH:4]=[C:5]([CH:23]=[CH:24][CH:25]=1)[CH2:6][O:7][C:8]1[CH:13]=[CH:12][C:11]([C:14]2[CH:19]=[C:18]([F:20])[C:17]([F:21])=[CH:16][C:15]=2[F:22])=[CH:10][CH:9]=1.[CH3:26][O:27][C:28]([CH:30]1[CH2:34][CH2:33][S:32](=[O:36])(=[O:35])[NH:31]1)=[O:29].C(=O)([O-])[O-].[K+].[K+], predict the reaction product. The product is: [CH3:26][O:27][C:28]([CH:30]1[CH2:34][CH2:33][S:32](=[O:36])(=[O:35])[N:31]1[CH2:2][C:3]1[CH:25]=[CH:24][CH:23]=[C:5]([CH2:6][O:7][C:8]2[CH:13]=[CH:12][C:11]([C:14]3[CH:19]=[C:18]([F:20])[C:17]([F:21])=[CH:16][C:15]=3[F:22])=[CH:10][CH:9]=2)[CH:4]=1)=[O:29]. (4) Given the reactants Cl[C:2]1[N:7]=[CH:6][N:5]=[C:4]([NH:8][C:9]2[CH:14]=[CH:13][C:12]([P:15]([CH3:18])([CH3:17])=[O:16])=[CH:11][CH:10]=2)[CH:3]=1.C(N(CC)CC)C.Cl.[NH2:27][N:28]1[CH2:35][CH:34]2[CH:30]([CH2:31][CH2:32][CH2:33]2)[CH2:29]1, predict the reaction product. The product is: [CH3:17][P:15]([C:12]1[CH:13]=[CH:14][C:9]([NH:8][C:4]2[CH:3]=[C:2]([NH:27][N:28]3[CH2:35][CH:34]4[CH2:33][CH2:32][CH2:31][CH:30]4[CH2:29]3)[N:7]=[CH:6][N:5]=2)=[CH:10][CH:11]=1)([CH3:18])=[O:16].